Dataset: TCR-epitope binding with 47,182 pairs between 192 epitopes and 23,139 TCRs. Task: Binary Classification. Given a T-cell receptor sequence (or CDR3 region) and an epitope sequence, predict whether binding occurs between them. (1) The epitope is WICLLQFAY. The TCR CDR3 sequence is CASSLVERGGINEQFF. Result: 0 (the TCR does not bind to the epitope). (2) The epitope is KTSVDCTMYI. The TCR CDR3 sequence is CASSQDDPNTEAFF. Result: 0 (the TCR does not bind to the epitope). (3) The epitope is GPGHKARVL. The TCR CDR3 sequence is CASSLSSGRKGNEQFF. Result: 0 (the TCR does not bind to the epitope). (4) The epitope is FLASKIGRLV. The TCR CDR3 sequence is CSVVAGGPGDTQYF. Result: 0 (the TCR does not bind to the epitope). (5) The epitope is YFPLQSYGF. The TCR CDR3 sequence is CASSPSYLGANEKLFF. Result: 1 (the TCR binds to the epitope).